From a dataset of Full USPTO retrosynthesis dataset with 1.9M reactions from patents (1976-2016). Predict the reactants needed to synthesize the given product. The reactants are: [CH2:1]([N:8]1[CH2:12][CH2:11][NH:10][C:9]1=[N:13]C#N)[C:2]1[CH:7]=[CH:6][CH:5]=[CH:4][CH:3]=1.C(N1CCNC1=N)C1C=CC=CC=1.[CH2:29]([NH:36][C:37]([C:39]1[S:43][C:42](Br)=[N:41][C:40]=1[CH3:45])=[O:38])[C:30]1[CH:35]=[CH:34][CH:33]=[CH:32][CH:31]=1. Given the product [CH2:29]([NH:36][C:37]([C:39]1[S:43][C:42]([N:10]2[CH2:11][CH2:12][N:8]([CH2:1][C:2]3[CH:3]=[CH:4][CH:5]=[CH:6][CH:7]=3)[C:9]2=[NH:13])=[N:41][C:40]=1[CH3:45])=[O:38])[C:30]1[CH:31]=[CH:32][CH:33]=[CH:34][CH:35]=1, predict the reactants needed to synthesize it.